The task is: Predict the reactants needed to synthesize the given product.. This data is from Full USPTO retrosynthesis dataset with 1.9M reactions from patents (1976-2016). Given the product [Cl:7][C:8]1[CH:13]=[CH:12][C:11]([Cl:14])=[CH:10][C:9]=1[CH2:15][NH:16][C:24]1[CH:23]=[C:20]([CH:19]=[CH:18][C:25]=1[N+:26]([O-:28])=[O:27])[C:21]#[N:22], predict the reactants needed to synthesize it. The reactants are: C([O-])([O-])=O.[K+].[K+].[Cl:7][C:8]1[CH:13]=[CH:12][C:11]([Cl:14])=[CH:10][C:9]=1[CH2:15][NH2:16].F[C:18]1[CH:19]=[C:20]([CH:23]=[CH:24][C:25]=1[N+:26]([O-:28])=[O:27])[C:21]#[N:22].CCOCC.